This data is from Reaction yield outcomes from USPTO patents with 853,638 reactions. The task is: Predict the reaction yield, written as a fraction of the theoretical maximum amount of product (1.0 means a 100% yield; for example, 0.34 means a 34% yield). (1) The reactants are [F:1][C:2]1[C:7]2[N:8]=[CH:9][S:10][C:6]=2[CH:5]=[C:4]([C:11]([O:13]C)=[O:12])[C:3]=1[NH:15][C:16]1[CH:21]=[CH:20][C:19]([Br:22])=[CH:18][C:17]=1[Cl:23].[Li+].[OH-].Cl. The catalyst is C1COCC1.CO. The product is [F:1][C:2]1[C:7]2[N:8]=[CH:9][S:10][C:6]=2[CH:5]=[C:4]([C:11]([OH:13])=[O:12])[C:3]=1[NH:15][C:16]1[CH:21]=[CH:20][C:19]([Br:22])=[CH:18][C:17]=1[Cl:23]. The yield is 0.957. (2) The yield is 0.640. The product is [F:1][C:2]1[CH:8]=[CH:7][CH:6]=[CH:5][C:3]=1[NH:4][N:9]=[C:21]([C:22](=[O:24])[CH3:23])[C:18](=[O:20])[CH3:19]. The reactants are [F:1][C:2]1[CH:8]=[CH:7][CH:6]=[CH:5][C:3]=1[NH2:4].[N:9]([O-])=O.[Na+].C([O-])(=O)C.[Na+].[C:18]([CH2:21][C:22](=[O:24])[CH3:23])(=[O:20])[CH3:19]. The catalyst is C(O)(=O)C.Cl.O.C(O)C. (3) The product is [CH3:19][CH:9]1[O:10][C:11]2[CH:16]=[CH:15][C:14]([O:4][CH3:1])=[CH:13][C:12]=2[O:7][CH2:8]1. The reactants are [C:1]([O-:4])([O-])=O.[K+].[K+].[O:7]1[C:12]2[CH:13]=[CH:14][C:15](O)=[CH:16][C:11]=2[O:10][CH2:9][CH2:8]1.I[CH3:19]. The catalyst is [N+](CCCC)(CCCC)(CCCC)CCCC.[I-].CN(C=O)C. The yield is 0.850. (4) The yield is 0.850. The catalyst is C(O)C.O. The product is [CH2:20]([NH:22][C:2]1[CH:3]=[C:4]([O:5][CH2:6][O:7][CH2:8][CH2:9][Si:10]([CH3:13])([CH3:12])[CH3:11])[CH:14]=[CH:15][C:16]=1[N+:17]([O-:19])=[O:18])[CH3:21]. The reactants are F[C:2]1[CH:3]=[C:4]([CH:14]=[CH:15][C:16]=1[N+:17]([O-:19])=[O:18])[O:5][CH2:6][O:7][CH2:8][CH2:9][Si:10]([CH3:13])([CH3:12])[CH3:11].[CH2:20]([NH2:22])[CH3:21]. (5) The reactants are [C:1]1([OH:7])[CH:6]=[CH:5][CH:4]=[CH:3][CH:2]=1.CC(C)([O-])C.[K+].I[C:15]1[CH:16]=[CH:17][C:18]2[N:19]([CH:21]=[C:22]([NH:24][C:25]([CH:27]3[CH2:29][CH2:28]3)=[O:26])[N:23]=2)[N:20]=1.C(=O)([O-])[O-].[K+].[K+]. The catalyst is CN(C)C=O. The product is [O:7]([C:15]1[CH:16]=[CH:17][C:18]2[N:19]([CH:21]=[C:22]([NH:24][C:25]([CH:27]3[CH2:28][CH2:29]3)=[O:26])[N:23]=2)[N:20]=1)[C:1]1[CH:6]=[CH:5][CH:4]=[CH:3][CH:2]=1. The yield is 0.540. (6) The reactants are [C:1]([O:5][C:6](=[O:22])[CH2:7][N:8]=[C:9]([C:16]1[CH:21]=[CH:20][CH:19]=[CH:18][CH:17]=1)[C:10]1[CH:15]=[CH:14][CH:13]=[CH:12][CH:11]=1)([CH3:4])([CH3:3])[CH3:2].[CH2:23](Br)[C:24]1[CH:29]=[CH:28][CH:27]=[CH:26][CH:25]=1.[OH-].[K+]. The catalyst is C1(C)C=CC=CC=1. The product is [C:1]([O:5][C:6](=[O:22])[CH:7]([N:8]=[C:9]([C:10]1[CH:11]=[CH:12][CH:13]=[CH:14][CH:15]=1)[C:16]1[CH:17]=[CH:18][CH:19]=[CH:20][CH:21]=1)[CH2:23][C:24]1[CH:29]=[CH:28][CH:27]=[CH:26][CH:25]=1)([CH3:4])([CH3:2])[CH3:3]. The yield is 0.950. (7) The reactants are [O:1]=[C:2]1[NH:7][C:6]2[CH:8]=[C:9]([C:12]([OH:14])=O)[CH:10]=[CH:11][C:5]=2[O:4][CH2:3]1.[CH3:15][O:16][C:17]1[CH:26]=[C:25]2[C:20]([N:21]=[CH:22][C:23]([S:27][CH2:28][CH2:29][N:30]3[CH2:35][CH2:34][CH:33]([NH2:36])[CH2:32][CH2:31]3)=[N:24]2)=[CH:19][CH:18]=1. No catalyst specified. The product is [CH3:15][O:16][C:17]1[CH:26]=[C:25]2[C:20]([N:21]=[CH:22][C:23]([S:27][CH2:28][CH2:29][N:30]3[CH2:31][CH2:32][CH:33]([NH:36][C:12]([C:9]4[CH:10]=[CH:11][C:5]5[O:4][CH2:3][C:2](=[O:1])[NH:7][C:6]=5[CH:8]=4)=[O:14])[CH2:34][CH2:35]3)=[N:24]2)=[CH:19][CH:18]=1. The yield is 0.380.